This data is from Catalyst prediction with 721,799 reactions and 888 catalyst types from USPTO. The task is: Predict which catalyst facilitates the given reaction. Reactant: Cl[C:2]1[CH:3]=[C:4]([CH:7]=[CH:8][N:9]=1)[C:5]#[N:6].[CH2:10]([O:17][C:18]1[CH:19]=[C:20](B(O)O)[CH:21]=[CH:22][CH:23]=1)[C:11]1[CH:16]=[CH:15][CH:14]=[CH:13][CH:12]=1.C(=O)([O-])[O-].[Na+].[Na+].O. Product: [CH2:10]([O:17][C:18]1[CH:23]=[C:22]([C:2]2[CH:3]=[C:4]([CH:7]=[CH:8][N:9]=2)[C:5]#[N:6])[CH:21]=[CH:20][CH:19]=1)[C:11]1[CH:16]=[CH:15][CH:14]=[CH:13][CH:12]=1. The catalyst class is: 564.